Task: Predict the reaction yield, written as a fraction of the theoretical maximum amount of product (1.0 means a 100% yield; for example, 0.34 means a 34% yield).. Dataset: Reaction yield outcomes from USPTO patents with 853,638 reactions (1) The reactants are [NH:1]([C:33]([O:35][CH2:36][CH:37]=[CH2:38])=[O:34])[C@@H:2]([C:4]([NH:6][C@H:7]([C:15]([NH:17][C@H:18]([C:30]([OH:32])=[O:31])[CH2:19][CH2:20][CH2:21][CH2:22][NH:23][C:24]([O:26][CH2:27][CH:28]=[CH2:29])=[O:25])=[O:16])[CH2:8][C:9]1[CH:14]=[CH:13][CH:12]=[CH:11][CH:10]=1)=[O:5])[CH3:3].[CH3:39][C:40]([NH:51][CH2:52][CH:53]([OH:69])[CH2:54][O:55][C:56]1[C:61]2[C:62]3[C:67]([NH:68][C:60]=2[CH:59]=[CH:58][CH:57]=1)=[CH:66][CH:65]=[CH:64][CH:63]=3)([C:42]1[CH:47]=[CH:46][C:45]([N:48]=[N+:49]=[N-:50])=[CH:44][CH:43]=1)[CH3:41].C1C(C(O)=O)=CC=C(N)C=1.N1C=CC=CC=1.ClC(OC1C=CC([N+]([O-])=O)=CC=1)=O. The catalyst is ClCCl. The product is [NH:1]([C:33]([O:35][CH2:36][CH:37]=[CH2:38])=[O:34])[C@@H:2]([C:4]([NH:6][C@H:7]([C:15]([NH:17][C@H:18]([C:30]([OH:32])=[O:31])[CH2:19][CH2:20][CH2:21][CH2:22][NH:23][C:24]([O:26][CH2:27][CH:28]=[CH2:29])=[O:25])=[O:16])[CH2:8][C:9]1[CH:10]=[CH:11][CH:12]=[CH:13][CH:14]=1)=[O:5])[CH3:3].[CH3:41][C:40]([NH:51][CH2:52][CH:53]([OH:69])[CH2:54][O:55][C:56]1[C:61]2[C:62]3[C:67]([NH:68][C:60]=2[CH:59]=[CH:58][CH:57]=1)=[CH:66][CH:65]=[CH:64][CH:63]=3)([C:42]1[CH:47]=[CH:46][C:45]([N:48]=[N+:49]=[N-:50])=[CH:44][CH:43]=1)[CH3:39].[CH3:41][C:40]([NH:51][CH2:52][CH:53]([OH:69])[CH2:54][O:55][C:56]1[C:61]2[C:62]3[C:67]([NH:68][C:60]=2[CH:59]=[CH:58][CH:57]=1)=[CH:66][CH:65]=[CH:64][CH:63]=3)([C:42]1[CH:47]=[CH:46][C:45]([N:48]=[N+:49]=[N-:50])=[CH:44][CH:43]=1)[CH3:39]. The yield is 0.840. (2) The catalyst is C1(C)C=CC=CC=1. The reactants are O=[C:2]1[C:11]2[CH:12]=[CH:13][S:14][C:10]=2[C:9]2[CH:8]=[CH:7][C:6]([C:15]([O:17][CH3:18])=[O:16])=[CH:5][C:4]=2[NH:3]1.O=P(Cl)(Cl)[Cl:21].CCN(C(C)C)C(C)C.O. The product is [Cl:21][C:2]1[C:11]2[CH:12]=[CH:13][S:14][C:10]=2[C:9]2[CH:8]=[CH:7][C:6]([C:15]([O:17][CH3:18])=[O:16])=[CH:5][C:4]=2[N:3]=1. The yield is 0.710.